Dataset: NCI-60 drug combinations with 297,098 pairs across 59 cell lines. Task: Regression. Given two drug SMILES strings and cell line genomic features, predict the synergy score measuring deviation from expected non-interaction effect. (1) Drug 1: C1=CC(=CC=C1CCCC(=O)O)N(CCCl)CCCl. Drug 2: CC1C(C(CC(O1)OC2CC(OC(C2O)C)OC3=CC4=CC5=C(C(=O)C(C(C5)C(C(=O)C(C(C)O)O)OC)OC6CC(C(C(O6)C)O)OC7CC(C(C(O7)C)O)OC8CC(C(C(O8)C)O)(C)O)C(=C4C(=C3C)O)O)O)O. Cell line: SF-295. Synergy scores: CSS=25.0, Synergy_ZIP=-7.62, Synergy_Bliss=-10.9, Synergy_Loewe=-10.7, Synergy_HSA=-10.6. (2) Synergy scores: CSS=-8.66, Synergy_ZIP=6.07, Synergy_Bliss=1.46, Synergy_Loewe=-7.18, Synergy_HSA=-7.18. Drug 2: C1CNP(=O)(OC1)N(CCCl)CCCl. Drug 1: C#CCC(CC1=CN=C2C(=N1)C(=NC(=N2)N)N)C3=CC=C(C=C3)C(=O)NC(CCC(=O)O)C(=O)O. Cell line: SW-620. (3) Drug 1: CC(CN1CC(=O)NC(=O)C1)N2CC(=O)NC(=O)C2. Drug 2: N.N.Cl[Pt+2]Cl. Cell line: EKVX. Synergy scores: CSS=7.42, Synergy_ZIP=3.07, Synergy_Bliss=-1.20, Synergy_Loewe=-1.09, Synergy_HSA=-1.67. (4) Drug 1: CC(CN1CC(=O)NC(=O)C1)N2CC(=O)NC(=O)C2. Drug 2: CC1=C(C=C(C=C1)NC(=O)C2=CC=C(C=C2)CN3CCN(CC3)C)NC4=NC=CC(=N4)C5=CN=CC=C5. Cell line: HCT116. Synergy scores: CSS=30.5, Synergy_ZIP=4.13, Synergy_Bliss=4.99, Synergy_Loewe=0.570, Synergy_HSA=3.76.